Predict the reaction yield, written as a fraction of the theoretical maximum amount of product (1.0 means a 100% yield; for example, 0.34 means a 34% yield). From a dataset of Reaction yield outcomes from USPTO patents with 853,638 reactions. (1) The reactants are [F:1][C:2]1[CH:3]=[C:4]([C:9](=[O:11])[CH3:10])[CH:5]=[C:6]([F:8])[CH:7]=1.[CH3:12][Mg]Br. The catalyst is C1COCC1. The product is [F:1][C:2]1[CH:3]=[C:4]([C:9]([OH:11])([CH3:12])[CH3:10])[CH:5]=[C:6]([F:8])[CH:7]=1. The yield is 0.961. (2) The reactants are [Cl:1][C:2]1[C:3]([C:12]2[CH:17]=[CH:16][C:15]([C:18]([F:21])([F:20])[F:19])=[CH:14][C:13]=2[Cl:22])=[CH:4][C:5]([N+:9]([O-])=O)=[C:6]([CH:8]=1)[NH2:7].Cl. The catalyst is C(O)C.[Zn]. The product is [Cl:1][C:2]1[CH:8]=[C:6]([NH2:7])[C:5]([NH2:9])=[CH:4][C:3]=1[C:12]1[CH:17]=[CH:16][C:15]([C:18]([F:21])([F:19])[F:20])=[CH:14][C:13]=1[Cl:22]. The yield is 0.360. (3) The reactants are [CH2:1]([CH:21](CCC(CCCC(CCCC(CCCC(C)C)C)C)C)[OH:22])[CH2:2][CH:3]([CH2:5][CH2:6][CH2:7][CH:8]([CH2:10][CH2:11][CH2:12][CH:13]([CH2:15][CH2:16][CH2:17][CH:18]([CH3:20])[CH3:19])[CH3:14])[CH3:9])[CH3:4].Cl.CN(C)CCCC(O)=O.C(Cl)CCl.C(N(C(C)C)CC)(C)C. The catalyst is ClCCl.CN(C)C1C=CN=CC=1. The product is [CH2:1]([CH2:21][OH:22])[CH2:2][CH:3]([CH2:5][CH2:6][CH2:7][CH:8]([CH2:10][CH2:11][CH2:12][CH:13]([CH2:15][CH2:16][CH2:17][CH:18]([CH3:20])[CH3:19])[CH3:14])[CH3:9])[CH3:4]. The yield is 0.440.